From a dataset of Full USPTO retrosynthesis dataset with 1.9M reactions from patents (1976-2016). Predict the reactants needed to synthesize the given product. (1) The reactants are: [F:1][C:2]1[CH:7]=[C:6]([F:8])[CH:5]=[CH:4][C:3]=1[C@:9]12[CH2:18][O:17][C@@H:16]([C:19]3[O:23][N:22]=[C:21]([CH3:24])[CH:20]=3)[CH2:15][C@H:14]1[CH2:13][S:12][C:11]([NH:25]C(=O)C1C=CC=CC=1)=[N:10]2.FC1C=C(F)C=CC=1[C@]12CO[C@@H](C3C=CN(C)N=3)C[C@H]1CSC(N)=N2. Given the product [F:1][C:2]1[CH:7]=[C:6]([F:8])[CH:5]=[CH:4][C:3]=1[C@:9]12[CH2:18][O:17][C@@H:16]([C:19]3[O:23][N:22]=[C:21]([CH3:24])[CH:20]=3)[CH2:15][C@H:14]1[CH2:13][S:12][C:11]([NH2:25])=[N:10]2, predict the reactants needed to synthesize it. (2) Given the product [CH:1]([N:14]1[CH2:17][C:16]2([CH2:22][NH:21][CH2:20][CH2:19][O:18]2)[CH2:15]1)([C:2]1[CH:3]=[CH:4][CH:5]=[CH:6][CH:7]=1)[C:8]1[CH:9]=[CH:10][CH:11]=[CH:12][CH:13]=1, predict the reactants needed to synthesize it. The reactants are: [CH:1]([N:14]1[CH2:17][C:16]2([CH2:22][NH:21][C:20](=O)[CH2:19][O:18]2)[CH2:15]1)([C:8]1[CH:13]=[CH:12][CH:11]=[CH:10][CH:9]=1)[C:2]1[CH:7]=[CH:6][CH:5]=[CH:4][CH:3]=1. (3) Given the product [NH:11]1[C:15]2[CH:16]=[CH:17][CH:18]=[CH:19][C:14]=2[N:13]=[C:12]1[C@H:8]([NH:9][C:10]([NH:30][CH2:29][CH:24]1[CH2:28][CH2:27][CH2:26][CH2:25]1)=[O:20])[CH2:7][C:6]1[CH:21]=[CH:22][C:3]([O:2][CH3:1])=[CH:4][CH:5]=1, predict the reactants needed to synthesize it. The reactants are: [CH3:1][O:2][C:3]1[CH:22]=[CH:21][C:6]([CH2:7][C@@H:8]2[C:12]3=[N:13][C:14]4[CH:19]=[CH:18][CH:17]=[CH:16][C:15]=4[N:11]3[C:10](=[O:20])[NH:9]2)=[CH:5][CH:4]=1.Cl.[CH:24]1([CH2:29][NH2:30])[CH2:28][CH2:27][CH2:26][CH2:25]1.C(O)(C(F)(F)F)=O. (4) The reactants are: [Mg+2].[I-].[I-].[Cl:4][CH2:5][CH2:6][CH2:7][N:8]1[C:16]2[C:11](=[CH:12][CH:13]=[CH:14][C:15]=2[CH2:17][CH3:18])[CH:10]=[CH:9]1.[N:19]([CH2:22][C:23]1[CH:28]=[CH:27][CH:26]=[CH:25][CH:24]=1)=[C:20]=[O:21]. Given the product [CH2:22]([NH:19][C:20]([C:10]1[C:11]2[C:16](=[C:15]([CH2:17][CH3:18])[CH:14]=[CH:13][CH:12]=2)[N:8]([CH2:7][CH2:6][CH2:5][Cl:4])[CH:9]=1)=[O:21])[C:23]1[CH:28]=[CH:27][CH:26]=[CH:25][CH:24]=1, predict the reactants needed to synthesize it. (5) Given the product [Br:1][C:2]1[CH:3]=[CH:4][C:5]([N+:9]([O-:11])=[O:10])=[C:6]([NH:8][C:12](=[O:14])[CH3:13])[CH:7]=1, predict the reactants needed to synthesize it. The reactants are: [Br:1][C:2]1[CH:3]=[CH:4][C:5]([N+:9]([O-:11])=[O:10])=[C:6]([NH2:8])[CH:7]=1.[C:12](Cl)(=[O:14])[CH3:13].C(=O)([O-])[O-].[K+].[K+]. (6) Given the product [O:18]1[CH2:19][CH:20]=[C:21]([C:2]2[CH:7]=[C:6]([CH3:8])[N:5]=[C:4]([NH:9][C:10]3[CH:15]=[C:14]([CH:13]=[CH:12][N:11]=3)[C:16]#[N:17])[CH:3]=2)[CH2:22][CH2:23]1, predict the reactants needed to synthesize it. The reactants are: Cl[C:2]1[CH:7]=[C:6]([CH3:8])[N:5]=[C:4]([NH:9][C:10]2[CH:15]=[C:14]([C:16]#[N:17])[CH:13]=[CH:12][N:11]=2)[CH:3]=1.[O:18]1[CH2:23][CH:22]=[C:21](B2OC(C)(C)C(C)(C)O2)[CH2:20][CH2:19]1.C(=O)([O-])[O-].[K+].[K+]. (7) Given the product [ClH:18].[OH:10][C:7]1([CH3:9])[CH2:6][NH:5][C@H:4]([C:1]([NH2:2])=[O:3])[CH2:8]1, predict the reactants needed to synthesize it. The reactants are: [C:1]([C@@H:4]1[CH2:8][C:7]([OH:10])([CH3:9])[CH2:6][N:5]1C(OC(C)(C)C)=O)(=[O:3])[NH2:2].[ClH:18].O1CCOCC1. (8) Given the product [CH2:1]([NH:9][C:10]1[CH:11]=[C:12]2[C:17]3=[C:18]([CH2:20][CH2:21][N:16]3[CH2:15][C@@H:14]3[CH2:22][NH:23][CH2:24][C@H:13]23)[CH:19]=1)[C:2]1[CH:7]=[CH:6][CH:5]=[CH:4][CH:3]=1, predict the reactants needed to synthesize it. The reactants are: [CH:1](=O)[C:2]1[CH:7]=[CH:6][CH:5]=[CH:4][CH:3]=1.[NH2:9][C:10]1[CH:11]=[C:12]2[C:17]3=[C:18]([CH2:20][CH2:21][N:16]3[CH2:15][C@@H:14]3[CH2:22][N:23](C(OC(C)(C)C)=O)[CH2:24][C@H:13]23)[CH:19]=1. (9) Given the product [C:22]([O:21][C:19]([N:1]([CH2:8][C:9]([OH:11])=[O:10])[C:2]1[CH:7]=[CH:6][CH:5]=[CH:4][CH:3]=1)=[O:20])([CH3:25])([CH3:24])[CH3:23], predict the reactants needed to synthesize it. The reactants are: [NH:1]([CH2:8][C:9]([OH:11])=[O:10])[C:2]1[CH:7]=[CH:6][CH:5]=[CH:4][CH:3]=1.C(N(CC)CC)C.[C:19](O[C:19]([O:21][C:22]([CH3:25])([CH3:24])[CH3:23])=[O:20])([O:21][C:22]([CH3:25])([CH3:24])[CH3:23])=[O:20]. (10) The reactants are: [C:1]1([S:7]([N:10]2[C:14]3=[N:15][CH:16]=[CH:17][CH:18]=[C:13]3[CH:12]=[CH:11]2)(=[O:9])=[O:8])[CH:6]=[CH:5][CH:4]=[CH:3][CH:2]=1.C([N-]C(C)C)(C)C.[Li+].[CH3:27][CH:28]([CH3:32])[CH2:29][CH:30]=[O:31]. Given the product [C:1]1([S:7]([N:10]2[C:14]3=[N:15][CH:16]=[CH:17][CH:18]=[C:13]3[CH:12]=[C:11]2[CH:30]([OH:31])[CH2:29][CH:28]([CH3:32])[CH3:27])(=[O:9])=[O:8])[CH:2]=[CH:3][CH:4]=[CH:5][CH:6]=1, predict the reactants needed to synthesize it.